Dataset: Forward reaction prediction with 1.9M reactions from USPTO patents (1976-2016). Task: Predict the product of the given reaction. (1) Given the reactants [H-].[H-].[H-].[H-].[Li+].[Al+3].[CH3:7][O:8][C:9]1[CH:10]=[C:11]([CH:16]=[C:17]([O:22][CH3:23])[C:18]=1[CH2:19][CH2:20]C)[C:12]([O:14]C)=O.[CH3:24]COCC, predict the reaction product. The product is: [CH3:23][O:22][C:17]1[CH:16]=[C:11]([CH:10]=[C:9]([O:8][CH3:7])[C:18]=1[CH:19]([CH3:20])[CH3:24])[CH2:12][OH:14]. (2) Given the reactants [F:1][C:2]1[CH:7]=[CH:6][CH:5]=[C:4]([F:8])[C:3]=1[N:9]1[C:14]2[N:15]=[C:16]([N:29]3[CH2:34][CH2:33][CH:32]([N:35]4[CH2:40][CH2:39][CH:38]([CH3:41])[CH2:37][CH2:36]4)[CH2:31][CH2:30]3)[N:17]=[C:18]([C:19]3[CH:20]=[C:21]([CH:25]=[CH:26][C:27]=3[CH3:28])[C:22](O)=[O:23])[C:13]=2[CH:12]=[CH:11][C:10]1=[O:42].CN(C(ON1N=NC2C=CC=CC1=2)=[N+](C)C)C.F[P-](F)(F)(F)(F)F.C(N(CC)CC)C.Cl.[F:75][CH2:76][CH2:77][NH2:78], predict the reaction product. The product is: [F:1][C:2]1[CH:7]=[CH:6][CH:5]=[C:4]([F:8])[C:3]=1[N:9]1[C:14]2[N:15]=[C:16]([N:29]3[CH2:34][CH2:33][CH:32]([N:35]4[CH2:40][CH2:39][CH:38]([CH3:41])[CH2:37][CH2:36]4)[CH2:31][CH2:30]3)[N:17]=[C:18]([C:19]3[CH:20]=[C:21]([CH:25]=[CH:26][C:27]=3[CH3:28])[C:22]([NH:78][CH2:77][CH2:76][F:75])=[O:23])[C:13]=2[CH:12]=[CH:11][C:10]1=[O:42]. (3) Given the reactants [CH3:1][C:2]([CH3:9])([CH3:8])[CH:3]=[CH:4]B(O)O.[CH3:10][C:11]([CH3:32])([CH3:31])[CH2:12][C:13]([NH:15][C:16]1[C:24](C2C=NC=CC=2)=[C:19]2[N:20]=[CH:21][CH:22]=[CH:23][N:18]2[N:17]=1)=[O:14], predict the reaction product. The product is: [CH3:1][C:2]([CH3:9])([CH3:8])/[CH:3]=[CH:4]/[C:24]1[C:16]([NH:15][C:13](=[O:14])[CH2:12][C:11]([CH3:31])([CH3:10])[CH3:32])=[N:17][N:18]2[CH:23]=[CH:22][CH:21]=[N:20][C:19]=12. (4) Given the reactants [CH2:1]([NH:3][C:4]([NH:6][C:7]1[N:12]=[CH:11][C:10]([C:13]2[CH:18]=[CH:17][N:16]=[C:15]([C:19]([NH:21][NH2:22])=[O:20])[CH:14]=2)=[C:9]([C:23]2[S:24][CH:25]=[C:26]([C:28]3[CH:33]=[CH:32][CH:31]=[C:30]([O:34][CH3:35])[N:29]=3)[N:27]=2)[CH:8]=1)=[O:5])[CH3:2].N1([C:41](N2C=CN=C2)=[O:42])C=CN=C1.C(#N)C, predict the reaction product. The product is: [CH2:1]([NH:3][C:4]([NH:6][C:7]1[N:12]=[CH:11][C:10]([C:13]2[CH:18]=[CH:17][N:16]=[C:15]([C:19]3[O:20][C:41](=[O:42])[NH:22][N:21]=3)[CH:14]=2)=[C:9]([C:23]2[S:24][CH:25]=[C:26]([C:28]3[CH:33]=[CH:32][CH:31]=[C:30]([O:34][CH3:35])[N:29]=3)[N:27]=2)[CH:8]=1)=[O:5])[CH3:2]. (5) The product is: [CH:32]([C:35]1[O:36][CH:37]=[C:38](/[CH:40]=[CH:41]/[C:42]2[C:43]([O:53][CH2:2][C:3]3[CH:28]=[CH:27][C:6]([O:7][CH2:8][C:9]4[N:10]=[C:11]([C:15]5[CH:20]=[CH:19][C:18]([CH2:21][C:22]([O:24][CH2:25][CH3:26])=[O:23])=[CH:17][CH:16]=5)[O:12][C:13]=4[CH3:14])=[C:5]([O:29][CH3:30])[CH:4]=3)=[N:44][N:45]([C:47]3[CH:48]=[CH:49][CH:50]=[CH:51][CH:52]=3)[CH:46]=2)[N:39]=1)([CH3:34])[CH3:33]. Given the reactants Cl[CH2:2][C:3]1[CH:28]=[CH:27][C:6]([O:7][CH2:8][C:9]2[N:10]=[C:11]([C:15]3[CH:20]=[CH:19][C:18]([CH2:21][C:22]([O:24][CH2:25][CH3:26])=[O:23])=[CH:17][CH:16]=3)[O:12][C:13]=2[CH3:14])=[C:5]([O:29][CH3:30])[CH:4]=1.Cl.[CH:32]([C:35]1[O:36][CH:37]=[C:38](/[CH:40]=[CH:41]/[C:42]2[C:43]([OH:53])=[N:44][N:45]([C:47]3[CH:52]=[CH:51][CH:50]=[CH:49][CH:48]=3)[CH:46]=2)[N:39]=1)([CH3:34])[CH3:33].C(=O)([O-])[O-].[K+].[K+].CN(C)C=O, predict the reaction product.